Dataset: Reaction yield outcomes from USPTO patents with 853,638 reactions. Task: Predict the reaction yield, written as a fraction of the theoretical maximum amount of product (1.0 means a 100% yield; for example, 0.34 means a 34% yield). (1) The reactants are Br[C:2]1[CH2:3][C:4]2[C:9]([CH:10]=1)=[C:8]([C:11]1[CH:16]=[C:15]([C:17]([CH3:20])([CH3:19])[CH3:18])[CH:14]=[C:13]([C:21]([CH3:24])([CH3:23])[CH3:22])[CH:12]=1)[CH:7]=[CH:6][CH:5]=2.[CH:25]1([Mg]Br)[CH2:27][CH2:26]1.O1CCCC1.Cl. The catalyst is C1(C)C=CC=CC=1. The product is [CH:25]1([C:2]2[CH2:3][C:4]3[C:9]([CH:10]=2)=[C:8]([C:11]2[CH:12]=[C:13]([C:21]([CH3:24])([CH3:23])[CH3:22])[CH:14]=[C:15]([C:17]([CH3:20])([CH3:19])[CH3:18])[CH:16]=2)[CH:7]=[CH:6][CH:5]=3)[CH2:27][CH2:26]1. The yield is 0.480. (2) The reactants are [H-].[Na+].[CH3:3][CH2:4][O:5][C:6]([CH:8]([C:16]([O:18][CH2:19][CH3:20])=[O:17])[CH2:9][C:10]1[CH:15]=[CH:14][CH:13]=[CH:12][CH:11]=1)=[O:7].Cl.[CH2:22]([C:26]1[N:27]([CH2:33][C:34]2[CH:39]=[CH:38][CH:37]=[CH:36][C:35]=2[Cl:40])[C:28](CCl)=[CH:29][N:30]=1)[CH2:23][CH2:24][CH3:25]. The catalyst is CN(C)C=O. The product is [CH2:22]([C:26]1[N:27]([CH2:33][C:34]2[CH:39]=[CH:38][CH:37]=[CH:36][C:35]=2[Cl:40])[C:28]([C:8]([CH2:9][C:10]2[CH:15]=[CH:14][CH:13]=[CH:12][CH:11]=2)([C:6]([O:5][CH2:4][CH3:3])=[O:7])[C:16]([O:18][CH2:19][CH3:20])=[O:17])=[CH:29][N:30]=1)[CH2:23][CH2:24][CH3:25]. The yield is 0.850. (3) The reactants are [CH:1]1([CH:7]([OH:26])[C:8]2([C:23]([OH:25])=[O:24])[C:12](O)([CH3:13])[CH:11]([CH:15]([OH:21])[CH2:16][CH2:17][CH2:18][CH2:19][CH3:20])[C:10](=[O:22])[NH:9]2)[CH2:6][CH2:5][CH2:4][CH:3]=[CH:2]1.C(N(CC)CC)C.C1N(P(Cl)(N2C(=O)OCC2)=O)C(=O)OC1.C(=O)([O-])O.[Na+]. The catalyst is ClCCl. The product is [CH:1]1([CH:7]([OH:26])[C:8]23[C:23](=[O:24])[O:25][C:12]2([CH3:13])[CH:11]([CH:15]([OH:21])[CH2:16][CH2:17][CH2:18][CH2:19][CH3:20])[C:10](=[O:22])[NH:9]3)[CH2:6][CH2:5][CH2:4][CH:3]=[CH:2]1. The yield is 0.400. (4) The reactants are [C:1]([O:7][CH2:8][CH3:9])(=[O:6])[CH2:2][C:3]([CH3:5])=[O:4].[CH:10](OCC)(OCC)[O:11][CH2:12][CH3:13].C(OC(=O)C)(=O)C. No catalyst specified. The product is [CH2:8]([O:7][C:1](=[O:6])/[C:2](=[CH:10]\[O:11][CH2:12][CH3:13])/[C:3](=[O:4])[CH3:5])[CH3:9]. The yield is 0.720. (5) The reactants are CCN(C(C)C)C(C)C.OC(C(F)(F)F)=O.[NH2:17][CH2:18][C:19]([N:21]1[CH2:26][CH2:25][N:24]([C:27](=[O:38])[C:28]2[CH:33]=[CH:32][CH:31]=[CH:30][C:29]=2[C:34]([F:37])([F:36])[F:35])[CH2:23][CH2:22]1)=[O:20].C1C=CC2N(O)N=NC=2C=1.CCN=C=NCCCN(C)C.Cl.[N+:61]([C:64]1[O:68][C:67]([C:69](O)=[O:70])=[CH:66][CH:65]=1)([O-:63])=[O:62]. The catalyst is CN(C=O)C.O. The product is [O:20]=[C:19]([N:21]1[CH2:22][CH2:23][N:24]([C:27](=[O:38])[C:28]2[CH:33]=[CH:32][CH:31]=[CH:30][C:29]=2[C:34]([F:37])([F:35])[F:36])[CH2:25][CH2:26]1)[CH2:18][NH:17][C:69]([C:67]1[O:68][C:64]([N+:61]([O-:63])=[O:62])=[CH:65][CH:66]=1)=[O:70]. The yield is 0.491.